Task: Regression. Given two drug SMILES strings and cell line genomic features, predict the synergy score measuring deviation from expected non-interaction effect.. Dataset: NCI-60 drug combinations with 297,098 pairs across 59 cell lines Drug 1: CC1CC2CCC3C(=C)CC(O3)CCC45CC6C(O4)C7C(O6)C(O5)C8C(O7)CCC(O8)CC(=O)CC9C(CC(C1=C)O2)OC(C9OC)CC(CN)O.CS(=O)(=O)O. Drug 2: CC1C(C(CC(O1)OC2CC(CC3=C2C(=C4C(=C3O)C(=O)C5=C(C4=O)C(=CC=C5)OC)O)(C(=O)CO)O)N)O.Cl. Cell line: MDA-MB-435. Synergy scores: CSS=50.7, Synergy_ZIP=-10.3, Synergy_Bliss=-17.5, Synergy_Loewe=-15.8, Synergy_HSA=-14.0.